This data is from Reaction yield outcomes from USPTO patents with 853,638 reactions. The task is: Predict the reaction yield, written as a fraction of the theoretical maximum amount of product (1.0 means a 100% yield; for example, 0.34 means a 34% yield). The reactants are [CH3:1][NH:2][C:3]1[CH:7]=[C:6]([C:8]2[CH:13]=[CH:12][N:11]=[CH:10][CH:9]=2)[S:5][C:4]=1[C:14]([NH2:16])=[O:15].[CH3:17][CH2:18][C:19](=O)[CH2:20][CH3:21].O.C1(C)C=CC(S(O)(=O)=O)=CC=1.C(=O)([O-])O.[Na+]. The catalyst is C(O)(=O)C. The product is [CH2:18]([C:19]1([CH2:20][CH3:21])[N:2]([CH3:1])[C:3]2[CH:7]=[C:6]([C:8]3[CH:13]=[CH:12][N:11]=[CH:10][CH:9]=3)[S:5][C:4]=2[C:14](=[O:15])[NH:16]1)[CH3:17]. The yield is 0.230.